From a dataset of Reaction yield outcomes from USPTO patents with 853,638 reactions. Predict the reaction yield, written as a fraction of the theoretical maximum amount of product (1.0 means a 100% yield; for example, 0.34 means a 34% yield). (1) The reactants are [CH3:1][C:2]1[CH:10]=[C:9]([C:11]2[N:15]=[CH:14][N:13]([C:16]3[CH:21]=[CH:20][C:19]([O:22][C:23]([F:26])([F:25])[F:24])=[CH:18][CH:17]=3)[N:12]=2)[CH:8]=[CH:7][C:3]=1[C:4](O)=[O:5].C(N(CC)CC)C.P([N:50]=[N+:51]=[N-:52])(=O)(OC1C=CC=CC=1)OC1C=CC=CC=1. The catalyst is C(O)(C)C. The product is [CH3:1][C:2]1[CH:10]=[C:9]([C:11]2[N:15]=[CH:14][N:13]([C:16]3[CH:21]=[CH:20][C:19]([O:22][C:23]([F:26])([F:24])[F:25])=[CH:18][CH:17]=3)[N:12]=2)[CH:8]=[CH:7][C:3]=1[C:4]([N:50]=[N+:51]=[N-:52])=[O:5]. The yield is 0.670. (2) The reactants are [NH:1]1[CH:5]=[CH:4][CH:3]=[C:2]1[C:6]([OH:8])=[O:7].C(=O)([O-])[O-].[Cs+].[Cs+].[CH2:15](Br)[CH:16]=[CH2:17].[Cl-].[NH4+]. The catalyst is CN(C)C=O.C(OCC)C. The product is [CH2:17]([O:7][C:6]([C:2]1[NH:1][CH:5]=[CH:4][CH:3]=1)=[O:8])[CH:16]=[CH2:15]. The yield is 0.760. (3) The reactants are Cl[C:2]1[N:7]=[N:6][C:5]([C:8]([NH2:10])=[O:9])=[C:4]([NH:11][C:12]2[CH:17]=[CH:16][C:15]([O:18][CH3:19])=[C:14]([CH2:20][CH2:21][CH3:22])[N:13]=2)[CH:3]=1.[CH2:23]([NH2:26])[CH2:24][NH2:25]. The catalyst is CN1C(=O)CCC1. The product is [NH2:25][CH2:24][CH2:23][NH:26][C:2]1[N:7]=[N:6][C:5]([C:8]([NH2:10])=[O:9])=[C:4]([NH:11][C:12]2[CH:17]=[CH:16][C:15]([O:18][CH3:19])=[C:14]([CH2:20][CH2:21][CH3:22])[N:13]=2)[CH:3]=1. The yield is 0.370. (4) The reactants are [CH2:1]([NH:3][C:4]1[C:9]([CH2:10][C:11]2[CH:16]=[C:15]([O:17][CH3:18])[C:14]([O:19][CH3:20])=[CH:13][C:12]=2[CH:21]([CH3:23])[CH3:22])=[CH:8][N:7]=[C:6](SC)[N:5]=1)[CH3:2].O.[CH2:27]1COCC1.O[O:33][S:34]([O-:36])=O.[K+]. The catalyst is O. The product is [CH2:1]([NH:3][C:4]1[C:9]([CH2:10][C:11]2[CH:16]=[C:15]([O:17][CH3:18])[C:14]([O:19][CH3:20])=[CH:13][C:12]=2[CH:21]([CH3:22])[CH3:23])=[CH:8][N:7]=[C:6]([S:34]([CH3:27])(=[O:36])=[O:33])[N:5]=1)[CH3:2]. The yield is 0.920.